This data is from Catalyst prediction with 721,799 reactions and 888 catalyst types from USPTO. The task is: Predict which catalyst facilitates the given reaction. (1) Product: [NH2:8][C:9]1[N:14]2[N:15]=[CH:16][C:17]([C:18]3[CH:19]=[N:20][C:21]([C:24]4[CH:25]=[CH:26][CH:27]=[CH:28][CH:29]=4)=[CH:22][CH:23]=3)=[C:13]2[N:12]=[C:11]([CH:30]2[CH2:31][CH2:32][N:33]([C:49](=[O:50])[C@H:48]([OH:47])[CH2:52][OH:53])[CH2:34][CH2:35]2)[C:10]=1[C:36]#[N:37]. The catalyst class is: 3. Reactant: OC(C(F)(F)F)=O.[NH2:8][C:9]1[N:14]2[N:15]=[CH:16][C:17]([C:18]3[CH:19]=[N:20][C:21]([C:24]4[CH:29]=[CH:28][CH:27]=[CH:26][CH:25]=4)=[CH:22][CH:23]=3)=[C:13]2[N:12]=[C:11]([CH:30]2[CH2:35][CH2:34][NH:33][CH2:32][CH2:31]2)[C:10]=1[C:36]#[N:37].CCN(C(C)C)C(C)C.[OH:47][C@H:48]([CH2:52][OH:53])[C:49](O)=[O:50].C1C=CC2N(O)N=NC=2C=1.CCN=C=NCCCN(C)C. (2) Reactant: [CH:1]1([CH2:4][OH:5])[CH2:3][CH2:2]1.[H-].[Na+].[Br:8][C:9]1[CH:10]=[C:11]([Cl:16])[C:12](Cl)=[N:13][CH:14]=1. Product: [Br:8][C:9]1[CH:10]=[C:11]([Cl:16])[C:12]([O:5][CH2:4][CH:1]2[CH2:3][CH2:2]2)=[N:13][CH:14]=1. The catalyst class is: 248. (3) Reactant: F[P-](F)(F)(F)(F)F.N1(O[P+](N(C)C)(N(C)C)N(C)C)C2C=CC=CC=2N=N1.[Cl-].FC(F)(F)C(O)=O.[NH2:36][C:37]1[CH:38]=[C:39]2[C:43](=[CH:44][CH:45]=1)[NH:42][C:41]([C:46]([NH:48][CH2:49][C:50]1[CH:55]=[CH:54][C:53]([Cl:56])=[C:52]([O:57][C:58]3[CH:63]=[C:62]([C:64]#[N:65])[CH:61]=[C:60]([Cl:66])[CH:59]=3)[C:51]=1[F:67])=[O:47])=[CH:40]2.[CH3:68][N:69]([CH3:74])[CH2:70][C:71](O)=[O:72].C(N(C(C)C)CC)(C)C. Product: [Cl:56][C:53]1[CH:54]=[CH:55][C:50]([CH2:49][NH:48][C:46]([C:41]2[NH:42][C:43]3[C:39]([CH:40]=2)=[CH:38][C:37]([NH:36][C:71](=[O:72])[CH2:70][N:69]([CH3:74])[CH3:68])=[CH:45][CH:44]=3)=[O:47])=[C:51]([F:67])[C:52]=1[O:57][C:58]1[CH:63]=[C:62]([C:64]#[N:65])[CH:61]=[C:60]([Cl:66])[CH:59]=1. The catalyst class is: 173. (4) Reactant: [CH2:1]([O:5][CH2:6][CH2:7][O:8][C:9]1[CH:14]=[CH:13][C:12]([C:15]2[CH:16]=[CH:17][C:18]3[N:24]([CH2:25][CH:26]([CH3:28])[CH3:27])[CH2:23][CH2:22][C:21]([C:29]([NH:31][C:32]4[CH:37]=[CH:36][C:35]([S:38][CH2:39][CH2:40][N:41]5[CH:45]=[N:44][N:43]=[CH:42]5)=[CH:34][CH:33]=4)=[O:30])=[CH:20][C:19]=3[CH:46]=2)=[CH:11][CH:10]=1)[CH2:2][CH2:3][CH3:4].ClC1C=CC=C(C(OO)=[O:55])C=1.S([O-])([O-])(=O)=S.[Na+].[Na+]. Product: [CH2:1]([O:5][CH2:6][CH2:7][O:8][C:9]1[CH:14]=[CH:13][C:12]([C:15]2[CH:16]=[CH:17][C:18]3[N:24]([CH2:25][CH:26]([CH3:27])[CH3:28])[CH2:23][CH2:22][C:21]([C:29]([NH:31][C:32]4[CH:33]=[CH:34][C:35]([S:38]([CH2:39][CH2:40][N:41]5[CH:42]=[N:43][N:44]=[CH:45]5)=[O:55])=[CH:36][CH:37]=4)=[O:30])=[CH:20][C:19]=3[CH:46]=2)=[CH:11][CH:10]=1)[CH2:2][CH2:3][CH3:4]. The catalyst class is: 4. (5) Reactant: [Br:1][C:2]1[CH:3]=[C:4]2[C:9](=[CH:10][CH:11]=1)[C:8](Cl)=[N:7][N:6]=[CH:5]2.[CH:13]([NH:16][C:17]([C@H:19]1[CH2:23][CH2:22][CH:21]([CH3:24])[NH:20]1)=[O:18])([CH3:15])[CH3:14].C(=O)([O-])[O-].[Cs+].[Cs+].C(#N)C. Product: [Br:1][C:2]1[CH:3]=[C:4]2[C:9](=[CH:10][CH:11]=1)[C:8]([N:20]1[CH:21]([CH3:24])[CH2:22][CH2:23][C@@H:19]1[C:17]([NH:16][CH:13]([CH3:15])[CH3:14])=[O:18])=[N:7][N:6]=[CH:5]2. The catalyst class is: 13.